Dataset: Catalyst prediction with 721,799 reactions and 888 catalyst types from USPTO. Task: Predict which catalyst facilitates the given reaction. (1) Reactant: [F:1][C:2]1[CH:7]=[CH:6][C:5]([OH:8])=[CH:4][CH:3]=1.[C:9](O)([CH3:12])([CH3:11])[CH3:10].S(=O)(=O)(O)O. Product: [C:9]([C:6]1[CH:7]=[C:2]([F:1])[CH:3]=[CH:4][C:5]=1[OH:8])([CH3:12])([CH3:11])[CH3:10]. The catalyst class is: 2. (2) The catalyst class is: 4. Product: [N+:1]([C:4]1[C:5]([C:14]([NH2:18])=[O:16])=[N:6][N:7]2[CH2:12][CH2:11][CH2:10][C:9](=[O:13])[C:8]=12)([O-:3])=[O:2]. Reactant: [N+:1]([C:4]1[C:5]([C:14]([O:16]C)=O)=[N:6][N:7]2[CH2:12][CH2:11][CH2:10][C:9](=[O:13])[C:8]=12)([O-:3])=[O:2].[NH3:18].CO.